This data is from Forward reaction prediction with 1.9M reactions from USPTO patents (1976-2016). The task is: Predict the product of the given reaction. (1) Given the reactants [F:1][C:2]1[CH:3]=[C:4]([CH2:13][CH2:14][C:15]([OH:17])=O)[CH:5]=[CH:6][C:7]=1[O:8][CH2:9][CH2:10][O:11][CH3:12], predict the reaction product. The product is: [F:1][C:2]1[CH:3]=[C:4]2[C:5](=[CH:6][C:7]=1[O:8][CH2:9][CH2:10][O:11][CH3:12])[C:15](=[O:17])[CH2:14][CH2:13]2. (2) Given the reactants C(O)(=O)C.[NH:5]1[CH2:10][CH2:9][NH:8][CH2:7][CH2:6]1.[CH2:11]([N:18]1[C:22]2[C:23](=[O:34])[N:24]([CH2:27][C:28]3[CH:33]=[CH:32][CH:31]=[CH:30][CH:29]=3)[CH:25]=[CH:26][C:21]=2[N:20]=[C:19]1S(C)(=O)=O)[C:12]1[CH:17]=[CH:16][CH:15]=[CH:14][CH:13]=1.N, predict the reaction product. The product is: [CH2:11]([N:18]1[C:22]2[C:23](=[O:34])[N:24]([CH2:27][C:28]3[CH:29]=[CH:30][CH:31]=[CH:32][CH:33]=3)[CH:25]=[CH:26][C:21]=2[N:20]=[C:19]1[N:5]1[CH2:10][CH2:9][NH:8][CH2:7][CH2:6]1)[C:12]1[CH:17]=[CH:16][CH:15]=[CH:14][CH:13]=1. (3) The product is: [C:1]([O:5][C:6]([N:8]1[CH2:13][CH2:12][CH:11]([CH2:14][O:15][CH2:16][C@H:17]([NH:24][C:25]([O:27][CH2:28][C:29]2[CH:34]=[CH:33][CH:32]=[CH:31][CH:30]=2)=[O:26])[C:18]2[CH:23]=[CH:22][CH:21]=[CH:20][CH:19]=2)[CH2:10][CH2:9]1)=[O:7])([CH3:4])([CH3:2])[CH3:3]. Given the reactants [C:1]([O:5][C:6]([N:8]1[CH2:13][CH2:12][CH:11]([CH2:14][O:15][CH2:16][C@H:17]([NH2:24])[C:18]2[CH:23]=[CH:22][CH:21]=[CH:20][CH:19]=2)[CH2:10][CH2:9]1)=[O:7])([CH3:4])([CH3:3])[CH3:2].[C:25](O[C:25]([O:27][CH2:28][C:29]1[CH:34]=[CH:33][CH:32]=[CH:31][CH:30]=1)=[O:26])([O:27][CH2:28][C:29]1[CH:34]=[CH:33][CH:32]=[CH:31][CH:30]=1)=[O:26], predict the reaction product. (4) Given the reactants [NH2:1][CH2:2][CH2:3][CH2:4][CH2:5][CH2:6][C:7]([NH:9][C@H:10]([C:14]([NH:16][C@H:17]([C:25]([NH:27][C:28]1[CH:33]=[CH:32][C:31]([CH2:34][O:35][C:36](=[O:77])[NH:37][CH2:38][NH:39][C:40](=[O:76])[CH2:41][C@H:42]2[O:49][C@H:48](/[CH:50]=[CH:51]/[C:52](/[CH3:74])=[CH:53]/[CH2:54][C@H:55]3[C@@H:60]([CH3:61])[CH2:59][C@@H:58]([NH:62][C:63](=[O:72])/[CH:64]=[CH:65]\[C@@H:66]([O:68][C:69](=[O:71])[CH3:70])[CH3:67])[C@@H:57]([CH3:73])[O:56]3)[C@@H:47]([OH:75])[C@@:44]3([O:46][CH2:45]3)[CH2:43]2)=[CH:30][CH:29]=1)=[O:26])[CH2:18][CH2:19][CH2:20][NH:21][C:22](=[O:24])[NH2:23])=[O:15])[CH:11]([CH3:13])[CH3:12])=[O:8].[Br:78][CH2:79][C:80](ON1C(=O)CCC1=O)=[O:81].C(N(CC)C(C)C)(C)C.C(O[C@H](/C=C\C(N[C@@H]1C[C@H](C)[C@H](C/C=C(\C)/C=C/[C@H]2O[C@H](CNC(=O)CBr)C[C@]3(OC3)[C@@H]2O)O[C@@H]1C)=O)C)(=O)C, predict the reaction product. The product is: [Br:78][CH2:79][C:80]([NH:1][CH2:2][CH2:3][CH2:4][CH2:5][CH2:6][C:7]([NH:9][C@H:10]([C:14]([NH:16][C@H:17]([C:25]([NH:27][C:28]1[CH:29]=[CH:30][C:31]([CH2:34][O:35][C:36](=[O:77])[NH:37][CH2:38][NH:39][C:40](=[O:76])[CH2:41][C@H:42]2[O:49][C@H:48](/[CH:50]=[CH:51]/[C:52](/[CH3:74])=[CH:53]/[CH2:54][C@H:55]3[C@@H:60]([CH3:61])[CH2:59][C@@H:58]([NH:62][C:63](=[O:72])/[CH:64]=[CH:65]\[C@@H:66]([O:68][C:69](=[O:71])[CH3:70])[CH3:67])[C@@H:57]([CH3:73])[O:56]3)[C@@H:47]([OH:75])[C@@:44]3([O:46][CH2:45]3)[CH2:43]2)=[CH:32][CH:33]=1)=[O:26])[CH2:18][CH2:19][CH2:20][NH:21][C:22](=[O:24])[NH2:23])=[O:15])[CH:11]([CH3:13])[CH3:12])=[O:8])=[O:81]. (5) Given the reactants [CH3:1][N:2]1[C:6](=[O:7])[CH2:5][CH2:4][C@H:3]1[C:8](OC)=[O:9].[H-].[Al+3].[Li+].[H-].[H-].[H-], predict the reaction product. The product is: [OH:9][CH2:8][C@H:3]1[N:2]([CH3:1])[C:6](=[O:7])[CH2:5][CH2:4]1.